Dataset: Forward reaction prediction with 1.9M reactions from USPTO patents (1976-2016). Task: Predict the product of the given reaction. (1) The product is: [NH2:17][C:13]1[CH:12]=[C:11]([C:10]2[C:3]3[C:4](=[N:5][CH:6]=[N:7][C:2]=3[NH2:1])[N:8]([C@H:25]3[CH2:30][CH2:29][C@@H:28]([N:31]4[CH2:32][CH2:33][N:34]([CH3:37])[CH2:35][CH2:36]4)[CH2:27][CH2:26]3)[N:9]=2)[CH:16]=[CH:15][CH:14]=1. Given the reactants [NH2:1][C:2]1[N:7]=[CH:6][N:5]=[C:4]2[N:8]([C@H:25]3[CH2:30][CH2:29][C@@H:28]([N:31]4[CH2:36][CH2:35][N:34]([CH3:37])[CH2:33][CH2:32]4)[CH2:27][CH2:26]3)[N:9]=[C:10]([C:11]3[CH:12]=[C:13]([NH:17]C(=O)OC(C)(C)C)[CH:14]=[CH:15][CH:16]=3)[C:3]=12.FC(F)(F)C(O)=O, predict the reaction product. (2) Given the reactants [C:1]([O:5][C:6]([N:8]1[CH2:12][CH2:11][CH2:10][C@H:9]1[CH2:13][NH:14][C:15]1[CH:20]=[CH:19][C:18]([C:21]2[CH:26]=[CH:25][CH:24]=[CH:23][CH:22]=2)=[CH:17][C:16]=1[O:27][C:28]1[CH:33]=[CH:32][C:31]([C:34]([O:36]C)=[O:35])=[CH:30][CH:29]=1)=[O:7])([CH3:4])([CH3:3])[CH3:2].[OH-].[Na+], predict the reaction product. The product is: [C:1]([O:5][C:6]([N:8]1[CH2:12][CH2:11][CH2:10][C@H:9]1[CH2:13][NH:14][C:15]1[CH:20]=[CH:19][C:18]([C:21]2[CH:26]=[CH:25][CH:24]=[CH:23][CH:22]=2)=[CH:17][C:16]=1[O:27][C:28]1[CH:33]=[CH:32][C:31]([C:34]([OH:36])=[O:35])=[CH:30][CH:29]=1)=[O:7])([CH3:4])([CH3:2])[CH3:3]. (3) Given the reactants [NH2:1][CH2:2][C:3]1[N:7]2[C:8]3[CH:33]=[CH:32][CH:31]=[CH:30][C:9]=3[O:10][C:11]3([CH2:16][CH2:15][N:14]([C:17]([C:19]4[CH:24]=[CH:23][C:22]([O:25][CH:26]([CH3:28])[CH3:27])=[C:21]([CH3:29])[CH:20]=4)=[O:18])[CH2:13][CH2:12]3)[C:6]2=[CH:5][CH:4]=1.[C:34](OC(=O)C)(=[O:36])[CH3:35], predict the reaction product. The product is: [CH:26]([O:25][C:22]1[CH:23]=[CH:24][C:19]([C:17]([N:14]2[CH2:15][CH2:16][C:11]3([O:10][C:9]4[CH:30]=[CH:31][CH:32]=[CH:33][C:8]=4[N:7]4[C:3]([CH2:2][NH:1][C:34](=[O:36])[CH3:35])=[CH:4][CH:5]=[C:6]34)[CH2:12][CH2:13]2)=[O:18])=[CH:20][C:21]=1[CH3:29])([CH3:27])[CH3:28].